The task is: Predict which catalyst facilitates the given reaction.. This data is from Catalyst prediction with 721,799 reactions and 888 catalyst types from USPTO. Reactant: [OH:1][C:2]1[C:3]2[N:4]([C:9]([C:13]([O:15][CH2:16][CH3:17])=[O:14])=[C:10]([CH3:12])[N:11]=2)[CH:5]=[C:6]([CH3:8])[CH:7]=1.C(=O)([O-])[O-].[Cs+].[Cs+].Br[CH2:25][C:26]1[C:31]([F:32])=[C:30]([O:33][CH3:34])[CH:29]=[CH:28][C:27]=1[F:35].O. Product: [F:32][C:31]1[C:30]([O:33][CH3:34])=[CH:29][CH:28]=[C:27]([F:35])[C:26]=1[CH2:25][O:1][C:2]1[C:3]2[N:4]([C:9]([C:13]([O:15][CH2:16][CH3:17])=[O:14])=[C:10]([CH3:12])[N:11]=2)[CH:5]=[C:6]([CH3:8])[CH:7]=1. The catalyst class is: 3.